Task: Binary Classification. Given a drug SMILES string, predict its activity (active/inactive) in a high-throughput screening assay against a specified biological target.. Dataset: HIV replication inhibition screening data with 41,000+ compounds from the AIDS Antiviral Screen (1) The drug is COC(=O)C1(C)CCCC2(C)C3=C(CCC12)CC1(CC3)SCCS1. The result is 0 (inactive). (2) The drug is CC1=CC(=NO)C(C(O)(C(F)(F)F)C(F)(F)F)C(C)(C)C1. The result is 0 (inactive). (3) The compound is C[N+](C)(C)CC1CCCCC1O.[I-]. The result is 0 (inactive). (4) The compound is C=C1c2ccccc2N(S(=O)(=O)c2ccc(C)cc2)C12CCCCC2. The result is 0 (inactive). (5) The molecule is CCN(CC)CCCC(C)Nc1c2ccc(Cl)cc2nc2c(Cl)cc(Cl)cc12. The result is 0 (inactive). (6) The compound is CNC1CC2OC(C)(C1OC)n1c3ccccc3c3c4c(c5c6ccccc6n2c5c31)C(=O)NC4O. The result is 0 (inactive). (7) The molecule is CC(=O)Nc1ccc(NS(=O)(=O)c2ccc3nc(C)n(NS(=O)(=O)c4ccc(NC(C)=O)cc4)c(=O)c3c2)cc1. The result is 0 (inactive). (8) The molecule is CCOC(=O)c1ccc(CSc2ccc(N)cc2)cc1. The result is 0 (inactive).